This data is from Catalyst prediction with 721,799 reactions and 888 catalyst types from USPTO. The task is: Predict which catalyst facilitates the given reaction. (1) Reactant: [OH:1][CH2:2][CH:3]([CH2:5][OH:6])[OH:4].[C:7]([OH:14])(=O)[CH2:8][CH2:9][C:10]([CH3:12])=[O:11]. Product: [C:7]([O:1][CH2:2][CH:3]([CH2:5][O:6][C:7](=[O:14])[CH2:8][CH2:9][C:10]([CH3:12])=[O:11])[O:4][C:7](=[O:14])[CH2:8][CH2:9][C:10]([CH3:12])=[O:11])(=[O:14])[CH2:8][CH2:9][C:10]([CH3:12])=[O:11]. The catalyst class is: 6. (2) Reactant: [NH2:1][C:2]1[N:10]=[C:9]([O:11][CH2:12][CH2:13][CH2:14][CH3:15])[N:8]=[C:7]2[C:3]=1[NH:4][C:5](=[O:42])[N:6]2[CH2:16][CH2:17][CH2:18][CH2:19][N:20]([CH2:30][C:31]1[CH:32]=[C:33]([CH2:37][C:38]([O:40]C)=[O:39])[CH:34]=[CH:35][CH:36]=1)[CH2:21][CH2:22][CH2:23][N:24]1[CH2:29][CH2:28][O:27][CH2:26][CH2:25]1.[OH-].[Li+].O1CCCC1. Product: [NH2:1][C:2]1[N:10]=[C:9]([O:11][CH2:12][CH2:13][CH2:14][CH3:15])[N:8]=[C:7]2[C:3]=1[NH:4][C:5](=[O:42])[N:6]2[CH2:16][CH2:17][CH2:18][CH2:19][N:20]([CH2:30][C:31]1[CH:32]=[C:33]([CH2:37][C:38]([OH:40])=[O:39])[CH:34]=[CH:35][CH:36]=1)[CH2:21][CH2:22][CH2:23][N:24]1[CH2:25][CH2:26][O:27][CH2:28][CH2:29]1. The catalyst class is: 6. (3) Product: [CH:7]1[C:8]2[NH:9][C:10]3[C:15](=[CH:14][CH:13]=[CH:12][CH:11]=3)[C:16]=2[CH:17]=[CH:5][CH:6]=1.[SiH4:4]. Reactant: C(O[Si:4](OCC)(OCC)[C:5]1[CH:6]=[CH:7][C:8]2[NH:9][C:10]3[C:15]([C:16]=2[CH:17]=1)=[CH:14][C:13]([Si](OCC)(OCC)OCC)=[CH:12][CH:11]=3)C.C([Mg]Br)C=C.Cl. The catalyst class is: 28.